Dataset: Full USPTO retrosynthesis dataset with 1.9M reactions from patents (1976-2016). Task: Predict the reactants needed to synthesize the given product. (1) Given the product [CH3:37][N:38]([CH3:47])[C:39]([N:41]1[CH2:42][CH2:43][N:44]([C:20]([N:11]2[C@H:12]([C:13]3[CH:18]=[CH:17][C:16]([Cl:19])=[CH:15][CH:14]=3)[C@@:8]([C:5]3[CH:6]=[CH:7][C:2]([Cl:1])=[CH:3][CH:4]=3)([CH2:35][CH3:36])[N:9]=[C:10]2[C:23]2[CH:28]=[CH:27][C:26]([O:29][CH3:30])=[CH:25][C:24]=2[O:31][CH:32]([CH3:33])[CH3:34])=[O:21])[CH2:45][CH2:46]1)=[O:40], predict the reactants needed to synthesize it. The reactants are: [Cl:1][C:2]1[CH:7]=[CH:6][C:5]([C:8]2([CH2:35][CH3:36])[CH:12]([C:13]3[CH:18]=[CH:17][C:16]([Cl:19])=[CH:15][CH:14]=3)[N:11]([C:20](Cl)=[O:21])[C:10]([C:23]3[CH:28]=[CH:27][C:26]([O:29][CH3:30])=[CH:25][C:24]=3[O:31][CH:32]([CH3:34])[CH3:33])=[N:9]2)=[CH:4][CH:3]=1.[CH3:37][N:38]([CH3:47])[C:39]([N:41]1[CH2:46][CH2:45][NH:44][CH2:43][CH2:42]1)=[O:40]. (2) Given the product [F:1][C:2]1[CH:3]=[C:4]2[C:8](=[CH:9][CH:10]=1)[N:7]([CH2:11][C:12]1[O:13][C:14]([C:17]([F:20])([F:18])[F:19])=[CH:15][CH:16]=1)[C:6](=[O:21])[C:5]2([C:22]1[C:30]([OH:31])=[CH:29][C:25]2[O:26][CH2:27][O:28][C:24]=2[CH:23]=1)[CH2:32][OH:33], predict the reactants needed to synthesize it. The reactants are: [F:1][C:2]1[CH:3]=[C:4]2[C:8](=[CH:9][CH:10]=1)[N:7]([CH2:11][C:12]1[O:13][C:14]([C:17]([F:20])([F:19])[F:18])=[CH:15][CH:16]=1)[C:6](=[O:21])[CH:5]2[C:22]1[C:30]([OH:31])=[CH:29][C:25]2[O:26][CH2:27][O:28][C:24]=2[CH:23]=1.[CH2:32]=[O:33].O.[OH-].[Li+]. (3) Given the product [NH2:14][C:11]1[N:10]=[CH:9][C:8]([N:5]2[CH2:6][CH2:7][C:2]([CH3:1])([OH:17])[CH2:3][CH2:4]2)=[CH:13][CH:12]=1, predict the reactants needed to synthesize it. The reactants are: [CH3:1][C:2]1([OH:17])[CH2:7][CH2:6][N:5]([C:8]2[CH:9]=[N:10][C:11]([N+:14]([O-])=O)=[CH:12][CH:13]=2)[CH2:4][CH2:3]1.